From a dataset of Forward reaction prediction with 1.9M reactions from USPTO patents (1976-2016). Predict the product of the given reaction. (1) Given the reactants ClC1C=CC=C(C(OO)=[O:9])C=1.[CH3:12][O:13][C:14]1[CH:19]=[CH:18][CH:17]=[CH:16][C:15]=1[S:20][CH3:21].[OH2:22], predict the reaction product. The product is: [CH3:21][S:20]([C:15]1[CH:16]=[CH:17][CH:18]=[CH:19][C:14]=1[O:13][CH3:12])(=[O:9])=[O:22]. (2) Given the reactants [NH2:1][C:2]1[C:10]([O:11][CH3:12])=[CH:9][CH:8]=[CH:7][C:3]=1[C:4]([OH:6])=[O:5].[BrH:13].O, predict the reaction product. The product is: [NH2:1][C:2]1[C:10]([O:11][CH3:12])=[CH:9][C:8]([Br:13])=[CH:7][C:3]=1[C:4]([OH:6])=[O:5]. (3) The product is: [Br:1][C:2]1[CH:7]=[C:6]([C:8]([F:9])([F:10])[F:11])[CH:5]=[CH:4][C:3]=1[S:12]([CH2:13][C:14]1[CH:15]=[CH:16][N:17]=[CH:18][CH:19]=1)(=[O:20])=[O:26]. Given the reactants [Br:1][C:2]1[CH:7]=[C:6]([C:8]([F:11])([F:10])[F:9])[CH:5]=[CH:4][C:3]=1[S:12][CH2:13][C:14]1[CH:19]=[CH:18][N:17]=[CH:16][CH:15]=1.[OH:20]OS([O-])=O.[K+].[OH2:26].C([O-])([O-])=O.[K+].[K+], predict the reaction product. (4) Given the reactants [Br:1][C:2]1[CH:3]=[C:4]2[C:9](=[CH:10][CH:11]=1)[C:8](=[O:12])[NH:7][CH2:6][CH2:5]2.I[CH2:14][CH2:15][CH2:16][CH2:17][CH2:18][CH3:19].[H-].[Na+].CN(C=O)C, predict the reaction product. The product is: [Br:1][C:2]1[CH:3]=[C:4]2[C:9](=[CH:10][CH:11]=1)[C:8](=[O:12])[N:7]([CH2:14][CH2:15][CH2:16][CH2:17][CH2:18][CH3:19])[CH2:6][CH2:5]2. (5) The product is: [CH3:13][N:15]([CH3:16])[C:33]([C@@H:32]1[CH2:36][C@@H:37]([OH:39])[CH2:38][N:31]1[C:29]([O:28][C:24]([CH3:27])([CH3:26])[CH3:25])=[O:30])=[O:34]. Given the reactants O.ON1C2C=CC=CC=2N=N1.Cl.[CH2:13]([N:15]=[C:16]=NCCCN(C)C)C.[C:24]([O:28][C:29]([N:31]1[CH2:38][C@H:37]([OH:39])[CH2:36][C@H:32]1[C:33](O)=[O:34])=[O:30])([CH3:27])([CH3:26])[CH3:25].CNC, predict the reaction product. (6) Given the reactants [SH:1][C:2]1[NH:3][C:4]2[CH:10]=[CH:9][CH:8]=[CH:7][C:5]=2[N:6]=1.C[O-].[Na+].[CH2:14]([O:21][C:22]1[CH:27]=[CH:26][N:25]=[C:24]([CH2:28]Cl)[C:23]=1[CH3:30])[CH2:15][CH2:16][CH2:17][CH2:18][CH2:19][CH3:20], predict the reaction product. The product is: [CH2:14]([O:21][C:22]1[CH:27]=[CH:26][N:25]=[C:24]([CH2:28][S:1][C:2]2[NH:6][C:5]3[CH:7]=[CH:8][CH:9]=[CH:10][C:4]=3[N:3]=2)[C:23]=1[CH3:30])[CH2:15][CH2:16][CH2:17][CH2:18][CH2:19][CH3:20].